Dataset: Full USPTO retrosynthesis dataset with 1.9M reactions from patents (1976-2016). Task: Predict the reactants needed to synthesize the given product. (1) Given the product [CH3:1][O:2][C:3]1[C:9]([O:10][CH2:11][CH2:12][O:13][CH3:14])=[CH:8][C:6]([N:7]=[CH:19][C:18]([O:22][CH2:23][CH3:24])=[O:21])=[C:5]([N+:15]([O-:17])=[O:16])[CH:4]=1, predict the reactants needed to synthesize it. The reactants are: [CH3:1][O:2][C:3]1[C:9]([O:10][CH2:11][CH2:12][O:13][CH3:14])=[CH:8][C:6]([NH2:7])=[C:5]([N+:15]([O-:17])=[O:16])[CH:4]=1.[C:18]([O:22][CH2:23][CH3:24])(=[O:21])[CH:19]=O. (2) Given the product [CH3:13][C:7]1([CH3:14])[C:6]2[CH:15]=[C:2]([C:17]3[CH:18]=[C:19]([C:22]#[N:23])[O:20][CH:21]=3)[CH:3]=[CH:4][C:5]=2[NH:11][C:10](=[O:12])[CH2:9][O:8]1, predict the reactants needed to synthesize it. The reactants are: Br[C:2]1[CH:3]=[CH:4][C:5]2[NH:11][C:10](=[O:12])[CH2:9][O:8][C:7]([CH3:14])([CH3:13])[C:6]=2[CH:15]=1.Br[C:17]1[CH:18]=[C:19]([C:22]#[N:23])[O:20][CH:21]=1. (3) Given the product [CH2:1]([C:3]1[C:11]2[C:6](=[CH:7][CH:8]=[CH:9][C:10]=2[NH:12][C:13]([C:15]2[N:19]3[CH:20]=[CH:21][CH:22]=[CH:23][C:18]3=[N:17][CH:16]=2)=[O:14])[N:5]([CH2:24][C:25]2[CH:26]=[CH:27][CH:28]=[C:29]([O:31][CH:32]3[CH2:33][CH2:34][NH:35][CH2:36][CH2:37]3)[N:30]=2)[N:4]=1)[CH3:2], predict the reactants needed to synthesize it. The reactants are: [CH2:1]([C:3]1[C:11]2[C:6](=[CH:7][CH:8]=[CH:9][C:10]=2[NH:12][C:13]([C:15]2[N:19]3[CH:20]=[CH:21][CH:22]=[CH:23][C:18]3=[N:17][CH:16]=2)=[O:14])[N:5]([CH2:24][C:25]2[N:30]=[C:29]([O:31][CH:32]3[CH2:37][CH2:36][N:35](C(OC(C)(C)C)=O)[CH2:34][CH2:33]3)[CH:28]=[CH:27][CH:26]=2)[N:4]=1)[CH3:2].C(O)(C(F)(F)F)=O. (4) Given the product [C:10]1([C:20]2[N:25]=[CH:24][C:23]([C:26]([N:28]3[C:34]4[CH:35]=[CH:36][CH:37]=[CH:38][C:33]=4[CH2:32][N:31]4[CH:39]=[CH:40][CH:41]=[C:30]4[CH2:29]3)=[O:27])=[CH:22][CH:21]=2)[CH:11]=[CH:12][CH:13]=[CH:14][CH:19]=1, predict the reactants needed to synthesize it. The reactants are: C1(B(O)O)C=CC=CC=1.[C:10]1([C:20]2[N:25]=[CH:24][C:23]([C:26]([N:28]3[C:34]4[CH:35]=[CH:36][CH:37]=[CH:38][C:33]=4[CH2:32][N:31]4[CH:39]=[CH:40][CH:41]=[C:30]4[CH2:29]3)=[O:27])=[CH:22][CH:21]=2)[C:19]2[C:14](=CC=CC=2)[CH:13]=[CH:12][CH:11]=1.C(=O)([O-])[O-].[Na+].[Na+].C(O)C. (5) Given the product [Si:1]([O:18][CH2:19][C:20]1[C:21]([N:34]2[CH2:35][C@H:36]([CH3:41])[O:37][C@H:38]([CH3:40])[CH2:39]2)=[C:22]([F:33])[C:23]2[O:27][N:26]=[C:25]([C:28]3[O:29][C:47](=[O:48])[NH:31][N:30]=3)[C:24]=2[CH:32]=1)([C:14]([CH3:15])([CH3:16])[CH3:17])([C:2]1[CH:3]=[CH:4][CH:5]=[CH:6][CH:7]=1)[C:8]1[CH:9]=[CH:10][CH:11]=[CH:12][CH:13]=1, predict the reactants needed to synthesize it. The reactants are: [Si:1]([O:18][CH2:19][C:20]1[C:21]([N:34]2[CH2:39][C@H:38]([CH3:40])[O:37][C@H:36]([CH3:41])[CH2:35]2)=[C:22]([F:33])[C:23]2[O:27][N:26]=[C:25]([C:28]([NH:30][NH2:31])=[O:29])[C:24]=2[CH:32]=1)([C:14]([CH3:17])([CH3:16])[CH3:15])([C:8]1[CH:13]=[CH:12][CH:11]=[CH:10][CH:9]=1)[C:2]1[CH:7]=[CH:6][CH:5]=[CH:4][CH:3]=1.N1([C:47](N2C=CN=C2)=[O:48])C=CN=C1.CCN(C(C)C)C(C)C. (6) Given the product [Cl:1][C:2]1[CH:3]=[C:4]2[C:5](=[CH:14][CH:15]=1)[N:6]=[C:7]([CH:11]([CH3:13])[CH3:12])[N:17]([CH3:16])[C:9]2=[O:8], predict the reactants needed to synthesize it. The reactants are: [Cl:1][C:2]1[CH:15]=[CH:14][C:5]2[N:6]=[C:7]([CH:11]([CH3:13])[CH3:12])[O:8][C:9](=O)[C:4]=2[CH:3]=1.[CH3:16][NH2:17].